This data is from Peptide-MHC class I binding affinity with 185,985 pairs from IEDB/IMGT. The task is: Regression. Given a peptide amino acid sequence and an MHC pseudo amino acid sequence, predict their binding affinity value. This is MHC class I binding data. (1) The MHC is HLA-B44:03 with pseudo-sequence HLA-B44:03. The binding affinity (normalized) is 0.00886. The peptide sequence is LDLVLLNLL. (2) The peptide sequence is ILCWGELMTL. The MHC is HLA-A02:01 with pseudo-sequence HLA-A02:01. The binding affinity (normalized) is 0.781. (3) The peptide sequence is YLKKWLNSF. The MHC is HLA-B07:02 with pseudo-sequence HLA-B07:02. The binding affinity (normalized) is 0.180. (4) The peptide sequence is RTIILVGYM. The MHC is Mamu-A01 with pseudo-sequence Mamu-A01. The binding affinity (normalized) is 0.238. (5) The peptide sequence is GLQGIYVLV. The MHC is HLA-A03:01 with pseudo-sequence HLA-A03:01. The binding affinity (normalized) is 0.213. (6) The peptide sequence is YVADALAAF. The MHC is Patr-A0301 with pseudo-sequence Patr-A0301. The binding affinity (normalized) is 0. (7) The peptide sequence is NAIVFKGL. The MHC is H-2-Kb with pseudo-sequence H-2-Kb. The binding affinity (normalized) is 0.502. (8) The peptide sequence is AEHFENQVL. The MHC is HLA-A02:01 with pseudo-sequence HLA-A02:01. The binding affinity (normalized) is 0.0847. (9) The peptide sequence is KLIEYSDFA. The MHC is HLA-A02:02 with pseudo-sequence HLA-A02:02. The binding affinity (normalized) is 1.00. (10) The peptide sequence is SRYWAIRTR. The MHC is HLA-A03:01 with pseudo-sequence HLA-A03:01. The binding affinity (normalized) is 0.0847.